This data is from Full USPTO retrosynthesis dataset with 1.9M reactions from patents (1976-2016). The task is: Predict the reactants needed to synthesize the given product. (1) Given the product [Cl:16][C:11]1[CH:10]=[C:9]([NH:8][C:5]2[N:4]=[C:3]([N:17]3[CH:21]=[CH:20][C:19]([C:22]([F:25])([F:24])[F:23])=[N:18]3)[C:2]([C:38]3[CH:37]=[C:36]([N:40]4[CH2:44][CH2:43][CH:42]([C:45]([O:47][CH3:48])=[O:46])[CH2:41]4)[CH:35]=[CH:34][CH:39]=3)=[CH:7][N:6]=2)[CH:14]=[CH:13][C:12]=1[F:15], predict the reactants needed to synthesize it. The reactants are: Br[C:2]1[C:3]([N:17]2[CH:21]=[CH:20][C:19]([C:22]([F:25])([F:24])[F:23])=[N:18]2)=[N:4][C:5]([NH:8][C:9]2[CH:14]=[CH:13][C:12]([F:15])=[C:11]([Cl:16])[CH:10]=2)=[N:6][CH:7]=1.CC1(C)C(C)(C)OB([C:34]2[CH:35]=[C:36]([N:40]3[CH2:44][CH2:43][CH:42]([C:45]([O:47][CH3:48])=[O:46])[CH2:41]3)[CH:37]=[CH:38][CH:39]=2)O1.COC(C1CCN(C2C=C(B(O)O)C=CC=2)C1)=O.C(=O)([O-])[O-].[Na+].[Na+]. (2) The reactants are: [CH3:1][C:2]1[CH:7]=[C:6]([CH3:8])[NH:5][C:4](=[O:9])[C:3]=1[CH2:10][NH:11][C:12]([C:14]1[C:15]([CH3:43])=[C:16]([N:28]([CH3:42])[CH:29]2[CH2:34][CH2:33][N:32](C(OC(C)(C)C)=O)[CH2:31][CH2:30]2)[CH:17]=[C:18]([C:20]2[CH:21]=[N:22][C:23]([CH:26]=O)=[CH:24][CH:25]=2)[CH:19]=1)=[O:13].[NH:44]1[CH2:49][CH2:48][O:47][CH2:46][CH2:45]1.CO.C(O)(=O)C.[BH3-]C#N.[Na+]. Given the product [CH3:1][C:2]1[CH:7]=[C:6]([CH3:8])[NH:5][C:4](=[O:9])[C:3]=1[CH2:10][NH:11][C:12](=[O:13])[C:14]1[CH:19]=[C:18]([C:20]2[CH:21]=[N:22][C:23]([CH2:26][N:44]3[CH2:49][CH2:48][O:47][CH2:46][CH2:45]3)=[CH:24][CH:25]=2)[CH:17]=[C:16]([N:28]([CH3:42])[CH:29]2[CH2:34][CH2:33][NH:32][CH2:31][CH2:30]2)[C:15]=1[CH3:43], predict the reactants needed to synthesize it. (3) Given the product [Si:1]([O:8][C@@H:9]1[C@@:28]2([CH3:29])[C:13](=[CH:14][CH:15]=[C:16]3[C@@H:27]2[CH2:26][CH2:25][C@@:24]2([CH3:30])[C@H:17]3[CH2:18][CH:19]=[C:20]2[C@@H:21]([O:23][CH2:57]/[CH:58]=[CH:59]\[C:60]([CH3:70])([O:62][Si:63]([CH2:66][CH3:67])([CH2:68][CH3:69])[CH2:64][CH3:65])[CH3:61])[CH3:22])[CH2:12][C@@H:11]([O:31][Si:32]([C:35]([CH3:37])([CH3:36])[CH3:38])([CH3:33])[CH3:34])[CH2:10]1)([C:4]([CH3:7])([CH3:6])[CH3:5])([CH3:3])[CH3:2], predict the reactants needed to synthesize it. The reactants are: [Si:1]([O:8][C@@H:9]1[C@@:28]2([CH3:29])[C:13](=[CH:14][CH:15]=[C:16]3[C@@H:27]2[CH2:26][CH2:25][C@@:24]2([CH3:30])[C@H:17]3[CH2:18][CH:19]=[C:20]2[C@@H:21]([OH:23])[CH3:22])[CH2:12][C@@H:11]([O:31][Si:32]([C:35]([CH3:38])([CH3:37])[CH3:36])([CH3:34])[CH3:33])[CH2:10]1)([C:4]([CH3:7])([CH3:6])[CH3:5])([CH3:3])[CH3:2].[H-].[Na+].C1OCCOCCOCCOCCOC1.Br[CH2:57]/[CH:58]=[CH:59]\[C:60]([CH3:70])([O:62][Si:63]([CH2:68][CH3:69])([CH2:66][CH3:67])[CH2:64][CH3:65])[CH3:61]. (4) Given the product [CH2:8]([N:15]1[CH2:20][CH2:19][CH:18]([NH:7][CH2:6][CH:2]2[O:3][CH2:4][CH2:5][O:1]2)[CH2:17][CH2:16]1)[C:9]1[CH:14]=[CH:13][CH:12]=[CH:11][CH:10]=1, predict the reactants needed to synthesize it. The reactants are: [O:1]1[CH2:5][CH2:4][O:3][CH:2]1[CH2:6][NH2:7].[CH2:8]([N:15]1[CH2:20][CH2:19][C:18](=O)[CH2:17][CH2:16]1)[C:9]1[CH:14]=[CH:13][CH:12]=[CH:11][CH:10]=1.C(O[BH-](OC(=O)C)OC(=O)C)(=O)C.[Na+]. (5) Given the product [NH2:34][C:3]1[CH:4]=[C:5]([C:8]2[CH:9]=[CH:10][C:11]([C@@H:14]([N:16]3[CH2:21][CH2:20][C@:19]([CH2:28][C:29]([OH:32])([CH3:30])[CH3:31])([C:22]4[CH:23]=[CH:24][CH:25]=[CH:26][CH:27]=4)[O:18][C:17]3=[O:33])[CH3:15])=[CH:12][CH:13]=2)[CH:6]=[CH:7][C:2]=1[NH2:1], predict the reactants needed to synthesize it. The reactants are: [NH2:1][C:2]1[CH:7]=[CH:6][C:5]([C:8]2[CH:13]=[CH:12][C:11]([C@@H:14]([N:16]3[CH2:21][CH2:20][C@:19]([CH2:28][C:29]([OH:32])([CH3:31])[CH3:30])([C:22]4[CH:27]=[CH:26][CH:25]=[CH:24][CH:23]=4)[O:18][C:17]3=[O:33])[CH3:15])=[CH:10][CH:9]=2)=[CH:4][C:3]=1[N+:34]([O-])=O. (6) Given the product [CH3:10][C:2]([C:11]([O:13][CH3:14])=[O:12])([CH3:1])[N:3]([CH2:4][CH2:5][C:6]([O:8][CH3:9])=[O:7])[C:20]([C:21]1[CH:26]=[CH:25][CH:24]=[CH:23][CH:22]=1)=[O:27], predict the reactants needed to synthesize it. The reactants are: [CH3:1][C:2]([C:11]([O:13][CH3:14])=[O:12])([CH3:10])[NH:3][CH2:4][CH2:5][C:6]([O:8][CH3:9])=[O:7].C([O-])(O)=O.[Na+].[C:20](Cl)(=[O:27])[C:21]1[CH:26]=[CH:25][CH:24]=[CH:23][CH:22]=1. (7) The reactants are: [Cl:1][C:2]1[CH:7]=[CH:6][C:5]([N:8]2[C:13](=[O:14])[C:12]([O:15][C:16]3[CH:21]=[CH:20][C:19]([C:22]4[CH:27]=[CH:26][C:25]([F:28])=[CH:24][CH:23]=4)=[CH:18][CH:17]=3)=[C:11]([N:29]3[CH2:34][CH2:33][CH:32](O)[CH2:31][CH2:30]3)[CH:10]=[N:9]2)=[CH:4][CH:3]=1.S(Cl)([Cl:38])=O. Given the product [Cl:1][C:2]1[CH:3]=[CH:4][C:5]([N:8]2[C:13](=[O:14])[C:12]([O:15][C:16]3[CH:21]=[CH:20][C:19]([C:22]4[CH:23]=[CH:24][C:25]([F:28])=[CH:26][CH:27]=4)=[CH:18][CH:17]=3)=[C:11]([N:29]3[CH2:34][CH2:33][CH:32]([Cl:38])[CH2:31][CH2:30]3)[CH:10]=[N:9]2)=[CH:6][CH:7]=1, predict the reactants needed to synthesize it. (8) Given the product [ClH:1].[F:21][C:18]1([F:22])[CH2:19][CH2:20][CH:15]([NH:14][C:12]([C:8]2[S:9][C:10]([CH3:11])=[C:6]([C@@H:4]3[CH2:5][C@H:3]3[NH:2][CH2:34][CH:31]3[CH2:32][CH2:33][O:28][CH2:29][CH2:30]3)[CH:7]=2)=[O:13])[CH2:16][CH2:17]1, predict the reactants needed to synthesize it. The reactants are: [ClH:1].[NH2:2][C@@H:3]1[CH2:5][C@H:4]1[C:6]1[CH:7]=[C:8]([C:12]([NH:14][CH:15]2[CH2:20][CH2:19][C:18]([F:22])([F:21])[CH2:17][CH2:16]2)=[O:13])[S:9][C:10]=1[CH3:11].C(=O)([O-])O.[Na+].[O:28]1[CH2:33][CH2:32][CH:31]([CH:34]=O)[CH2:30][CH2:29]1.[BH4-].[Na+]. (9) Given the product [F:28][C:7]1[CH:6]=[C:5](/[CH:4]=[C:3](\[CH3:29])/[CH2:2][NH:1][C:36]([NH2:37])=[NH:31])[CH:26]=[C:25]([F:27])[C:8]=1[O:9][C:10]1[CH:15]=[CH:14][C:13]([S:16]([NH:19][CH2:20][CH2:21][N:22]([CH3:24])[CH3:23])(=[O:17])=[O:18])=[CH:12][CH:11]=1, predict the reactants needed to synthesize it. The reactants are: [NH2:1][CH2:2]/[C:3](/[CH3:29])=[CH:4]/[C:5]1[CH:26]=[C:25]([F:27])[C:8]([O:9][C:10]2[CH:15]=[CH:14][C:13]([S:16]([NH:19][CH2:20][CH2:21][N:22]([CH3:24])[CH3:23])(=[O:18])=[O:17])=[CH:12][CH:11]=2)=[C:7]([F:28])[CH:6]=1.Cl.[N:31]1([CH:36](N)[NH2:37])C=CC=N1. (10) Given the product [CH3:24][O:23][C:17]1[C:16]([C:13]2[CH:12]=[CH:11][C:10]3[C:9]4[N:25]([CH:28]5[CH2:33][CH2:32][O:31][CH2:30][CH2:29]5)[N:26]=[CH:27][C:8]=4[C:7](=[O:34])[NH:6][C:15]=3[CH:14]=2)=[C:21]([CH3:22])[CH:20]=[CH:19][N:18]=1, predict the reactants needed to synthesize it. The reactants are: COC1C=C(OC)C=CC=1C[N:6]1[C:15]2[CH:14]=[C:13]([C:16]3[C:17]([O:23][CH3:24])=[N:18][CH:19]=[CH:20][C:21]=3[CH3:22])[CH:12]=[CH:11][C:10]=2[C:9]2[N:25]([CH:28]3[CH2:33][CH2:32][O:31][CH2:30][CH2:29]3)[N:26]=[CH:27][C:8]=2[C:7]1=[O:34].